The task is: Predict the product of the given reaction.. This data is from Forward reaction prediction with 1.9M reactions from USPTO patents (1976-2016). (1) Given the reactants [CH:1](=O)[CH:2]([CH3:4])[CH3:3].[CH3:6][C:7]1[CH:12]=[C:11]([CH3:13])[CH:10]=[CH:9][C:8]=1[NH2:14].C(O[BH-](OC(=O)C)OC(=O)C)(=O)C.[Na+], predict the reaction product. The product is: [CH3:6][C:7]1[CH:12]=[C:11]([CH3:13])[CH:10]=[CH:9][C:8]=1[NH:14][CH2:1][CH:2]([CH3:4])[CH3:3]. (2) Given the reactants C(=O)([O-])[O-:2].[K+].[K+].OO.[C:9]1([N:15]2[C:19]3[CH:20]=[C:21]([O:24][CH2:25][CH2:26][CH2:27][CH2:28][CH2:29][C:30]#[N:31])[CH:22]=[CH:23][C:18]=3[N:17]=[C:16]2[C:32]2[CH:37]=[CH:36][CH:35]=[CH:34][CH:33]=2)[CH:14]=[CH:13][CH:12]=[CH:11][CH:10]=1, predict the reaction product. The product is: [C:9]1([N:15]2[C:19]3[CH:20]=[C:21]([O:24][CH2:25][CH2:26][CH2:27][CH2:28][CH2:29][C:30]([NH2:31])=[O:2])[CH:22]=[CH:23][C:18]=3[N:17]=[C:16]2[C:32]2[CH:33]=[CH:34][CH:35]=[CH:36][CH:37]=2)[CH:14]=[CH:13][CH:12]=[CH:11][CH:10]=1.